Dataset: Catalyst prediction with 721,799 reactions and 888 catalyst types from USPTO. Task: Predict which catalyst facilitates the given reaction. (1) Reactant: Br[C:2]1[CH:7]=[CH:6][C:5]([CH3:8])=[CH:4][N:3]=1.[O-]P([O-])([O-])=O.[K+].[K+].[K+].[CH3:17][O:18][C:19](=[O:38])[C:20]1[CH:25]=[C:24](B2OC(C)(C)C(C)(C)O2)[CH:23]=[C:22]([N+:35]([O-:37])=[O:36])[CH:21]=1. Product: [CH3:17][O:18][C:19](=[O:38])[C:20]1[CH:21]=[C:22]([N+:35]([O-:37])=[O:36])[CH:23]=[C:24]([C:2]2[CH:7]=[CH:6][C:5]([CH3:8])=[CH:4][N:3]=2)[CH:25]=1. The catalyst class is: 108. (2) Reactant: [OH:1][C:2]1[CH:9]=[CH:8][C:5]([CH:6]=O)=[CH:4][C:3]=1[O:10][CH2:11][CH2:12][CH2:13][O:14][CH3:15].[CH2:16]([O:18][C:19]([CH:21]=P(C1C=CC=CC=1)(C1C=CC=CC=1)C1C=CC=CC=1)=[O:20])[CH3:17]. Product: [OH:1][C:2]1[CH:9]=[CH:8][C:5]([CH:6]=[CH:21][C:19]([O:18][CH2:16][CH3:17])=[O:20])=[CH:4][C:3]=1[O:10][CH2:11][CH2:12][CH2:13][O:14][CH3:15]. The catalyst class is: 7. (3) Reactant: [Cl:1][C:2]1[CH:7]=[CH:6][C:5]([C@H:8]2[C:17]3[C:12](=[CH:13][C:14]([O:22][CH3:23])=[C:15]([O:18][CH:19]([CH3:21])[CH3:20])[CH:16]=3)[CH2:11][C:10](=[O:24])[N:9]2[C:25]2[CH:26]=[CH:27][C:28]([N:31]([CH2:33][C@H:34]3[CH2:39][CH2:38][C@H:37]([NH:40][CH2:41][C:42]([NH:44][CH:45]([CH3:47])[CH3:46])=[O:43])[CH2:36][CH2:35]3)[CH3:32])=[N:29][CH:30]=2)=[CH:4][CH:3]=1.[CH2:48]=O. Product: [Cl:1][C:2]1[CH:3]=[CH:4][C:5]([C@H:8]2[C:17]3[C:12](=[CH:13][C:14]([O:22][CH3:23])=[C:15]([O:18][CH:19]([CH3:20])[CH3:21])[CH:16]=3)[CH2:11][C:10](=[O:24])[N:9]2[C:25]2[CH:30]=[N:29][C:28]([N:31]([CH2:33][C@H:34]3[CH2:35][CH2:36][C@H:37]([N:40]4[CH2:41][C:42](=[O:43])[N:44]([CH:45]([CH3:47])[CH3:46])[CH2:48]4)[CH2:38][CH2:39]3)[CH3:32])=[CH:27][CH:26]=2)=[CH:6][CH:7]=1. The catalyst class is: 41. (4) Reactant: [Cl:1][C:2]1[N:10]=[C:9]2[C:5]([N:6]=[CH:7][N:8]2[CH2:11][CH:12]2[CH2:17][CH2:16][O:15][CH2:14][CH2:13]2)=[C:4](Cl)[N:3]=1.[NH3:19]. Product: [Cl:1][C:2]1[N:10]=[C:9]2[C:5]([N:6]=[CH:7][N:8]2[CH2:11][CH:12]2[CH2:17][CH2:16][O:15][CH2:14][CH2:13]2)=[C:4]([NH2:19])[N:3]=1. The catalyst class is: 41. (5) Product: [N+:23]([C:20]1[CH:21]=[CH:22][C:17]([O:16][C:15]([O:1][CH2:2][CH2:3][CH2:4][CH2:5][CH2:6][NH:7][C:8](=[O:14])[O:9][C:10]([CH3:11])([CH3:13])[CH3:12])=[O:26])=[CH:18][CH:19]=1)([O-:25])=[O:24]. The catalyst class is: 25. Reactant: [OH:1][CH2:2][CH2:3][CH2:4][CH2:5][CH2:6][NH:7][C:8](=[O:14])[O:9][C:10]([CH3:13])([CH3:12])[CH3:11].[C:15](Cl)(=[O:26])[O:16][C:17]1[CH:22]=[CH:21][C:20]([N+:23]([O-:25])=[O:24])=[CH:19][CH:18]=1.C(N(CC)CC)C.O. (6) Reactant: [Br:1][C:2]1[CH:3]=[N:4][CH:5]=[C:6]([CH:8]2[CH2:10][O:9]2)[CH:7]=1.B(F)(F)F.CCOCC.[CH3:20][C:21]([CH3:23])=[O:22]. Product: [Br:1][C:2]1[CH:3]=[N:4][CH:5]=[C:6]([CH:8]2[CH2:10][O:9][C:21]([CH3:23])([CH3:20])[O:22]2)[CH:7]=1. The catalyst class is: 6. (7) Reactant: [Cl:1][C:2]1[C:3]2[CH:10]=[CH:9][NH:8][C:4]=2[N:5]=[CH:6][N:7]=1.[Br:11][C:12]1[CH:13]=[C:14](B(O)O)[CH:15]=[CH:16][CH:17]=1.N1C=CC=CC=1. Product: [Br:11][C:12]1[CH:17]=[C:16]([N:8]2[C:4]3[N:5]=[CH:6][N:7]=[C:2]([Cl:1])[C:3]=3[CH:10]=[CH:9]2)[CH:15]=[CH:14][CH:13]=1. The catalyst class is: 4.